From a dataset of Catalyst prediction with 721,799 reactions and 888 catalyst types from USPTO. Predict which catalyst facilitates the given reaction. Reactant: O=[C:2]1[C:14]2[C:13]3[C:12]([C:15]([O:17]C)=O)=[CH:11][CH:10]=[CH:9][C:8]=3[NH:7][C:6]=2[CH2:5][N:4]([C:19]([O:21][CH2:22][C:23]2[CH:28]=[CH:27][CH:26]=[CH:25][CH:24]=2)=[O:20])[CH2:3]1.C(O)(=O)C.O.[NH2:34][NH2:35]. Product: [O:17]=[C:15]1[C:12]2=[CH:11][CH:10]=[CH:9][C:8]3[NH:7][C:6]4[CH2:5][N:4]([C:19]([O:21][CH2:22][C:23]5[CH:28]=[CH:27][CH:26]=[CH:25][CH:24]=5)=[O:20])[CH2:3][C:2]([C:14]=4[C:13]=32)=[N:35][NH:34]1. The catalyst class is: 5.